This data is from Catalyst prediction with 721,799 reactions and 888 catalyst types from USPTO. The task is: Predict which catalyst facilitates the given reaction. (1) Reactant: [C:1]([O:5][C:6](=[O:39])[NH:7][C@H:8]1[CH2:13][CH2:12][C@H:11]([O:14][C:15]2[CH:20]=[CH:19][CH:18]=[C:17]([C:21](=[O:37])[NH:22][CH2:23][C:24]3[C:25]([O:35][CH3:36])=[N:26][C:27]([CH3:34])=[CH:28][C:29]=3[CH2:30][CH2:31][CH:32]=[CH2:33])[C:16]=2Br)[CH2:10][CH2:9]1)([CH3:4])([CH3:3])[CH3:2].[K+].[CH2:41]([B-](F)(F)F)[CH:42]=[CH2:43].[F-].[Cs+]. The catalyst class is: 104. Product: [C:1]([O:5][C:6](=[O:39])[NH:7][C@H:8]1[CH2:13][CH2:12][C@H:11]([O:14][C:15]2[CH:20]=[CH:19][CH:18]=[C:17]([C:21](=[O:37])[NH:22][CH2:23][C:24]3[C:25]([O:35][CH3:36])=[N:26][C:27]([CH3:34])=[CH:28][C:29]=3[CH2:30][CH2:31][CH:32]=[CH2:33])[C:16]=2[CH2:43][CH:42]=[CH2:41])[CH2:10][CH2:9]1)([CH3:4])([CH3:3])[CH3:2]. (2) Reactant: [F:1][C:2]1[CH:7]=[C:6]([O:8][CH3:9])[CH:5]=[CH:4][C:3]=1[OH:10].Br[C:12]1[CH:20]=[CH:19][C:18]([Br:21])=[CH:17][C:13]=1[C:14]([OH:16])=[O:15].CCOC(C)=O.C(=O)([O-])[O-].[Cs+].[Cs+]. Product: [Br:21][C:18]1[CH:19]=[CH:20][C:12]([O:10][C:3]2[CH:4]=[CH:5][C:6]([O:8][CH3:9])=[CH:7][C:2]=2[F:1])=[C:13]([CH:17]=1)[C:14]([OH:16])=[O:15]. The catalyst class is: 11.